This data is from Full USPTO retrosynthesis dataset with 1.9M reactions from patents (1976-2016). The task is: Predict the reactants needed to synthesize the given product. (1) Given the product [CH3:17][N:18]([CH2:19][C:12]1[N:11]2[C:6]([C:4]([O:3][CH2:1][CH3:2])=[O:5])=[CH:7][CH:8]=[CH:9][C:10]2=[N:14][CH:13]=1)[CH3:21], predict the reactants needed to synthesize it. The reactants are: [CH2:1]([O:3][C:4]([C:6]1[N:11]2[CH:12]=[CH:13][N:14]=[C:10]2[CH:9]=[CH:8][CH:7]=1)=[O:5])[CH3:2].[I-].C[CH:17]=[N+:18]=[CH:19]C.[C:21](#N)C. (2) Given the product [Br:24][CH2:2][C:3]1[CH:4]=[C:5]([C:11]#[N:12])[CH:6]=[C:7]([CH:10]=1)[C:8]#[N:9], predict the reactants needed to synthesize it. The reactants are: O[CH2:2][C:3]1[CH:4]=[C:5]([C:11]#[N:12])[CH:6]=[C:7]([CH:10]=1)[C:8]#[N:9].CC1C=C(C#N)C=C(C=1)C#N.[Br:24]N1C(=O)CCC1=O. (3) Given the product [Cl:42][C:43]1[CH:44]=[C:45]([N:50]2[C:9]([C:5]3[CH:6]=[N:7][CH:8]=[C:3]([F:2])[CH:4]=3)=[CH:10][C:11]([C:12]([OH:14])=[O:13])=[N:51]2)[CH:46]=[CH:47][C:48]=1[F:49], predict the reactants needed to synthesize it. The reactants are: [Li].[F:2][C:3]1[CH:4]=[C:5]([C:9]([O-])=[CH:10][C:11](=O)[C:12]([O:14]CC)=[O:13])[CH:6]=[N:7][CH:8]=1.ClC1C=C(C2N(C3C=CC=CN=3)N=C(C(O)=O)C=2)C=C(F)C=1.Cl.[Cl:42][C:43]1[CH:44]=[C:45]([NH:50][NH2:51])[CH:46]=[CH:47][C:48]=1[F:49]. (4) Given the product [O:23]=[C:21]([CH3:22])[CH2:20][CH:2]1[CH2:3][C:4]2[C:9](=[CH:8][CH:7]=[CH:6][CH:5]=2)[C:1]1=[O:10], predict the reactants needed to synthesize it. The reactants are: [C:1]1(=[O:10])[C:9]2[C:4](=[CH:5][CH:6]=[CH:7][CH:8]=2)[CH2:3][CH2:2]1.[Li+].CC([N-]C(C)C)C.Cl[CH2:20][C:21](=[O:23])[CH3:22]. (5) Given the product [CH3:12][C:11]([CH3:14])([CH3:13])[CH2:10][N:8]([CH3:9])[C:4]1[C:3]([N+:15]([O-:17])=[O:16])=[C:2]([NH:39][C:29]2[CH:30]=[C:31]([C:34]3[NH:38][CH:37]=[N:36][N:35]=3)[CH:32]=[CH:33][C:28]=2[CH3:27])[N:7]=[CH:6][N:5]=1, predict the reactants needed to synthesize it. The reactants are: Cl[C:2]1[N:7]=[CH:6][N:5]=[C:4]([N:8]([CH2:10][C:11]([CH3:14])([CH3:13])[CH3:12])[CH3:9])[C:3]=1[N+:15]([O-:17])=[O:16].C(N(C(C)C)CC)(C)C.[CH3:27][C:28]1[CH:33]=[CH:32][C:31]([C:34]2[NH:38][CH:37]=[N:36][N:35]=2)=[CH:30][C:29]=1[NH2:39]. (6) Given the product [CH3:32][N:33]([CH3:37])[CH2:34][CH2:35][NH:36][C:24](=[O:26])[C:23]1[CH:22]=[CH:21][C:20]([C:18]2[N:19]=[C:14]([NH:13][C:9]3[CH:10]=[CH:11][CH:12]=[C:7]([N:3]4[CH2:4][CH2:5][CH2:6][C@@H:2]4[CH3:1])[CH:8]=3)[C:15]3[N:31]=[CH:30][S:29][C:16]=3[N:17]=2)=[CH:28][CH:27]=1, predict the reactants needed to synthesize it. The reactants are: [CH3:1][C@H:2]1[CH2:6][CH2:5][CH2:4][N:3]1[C:7]1[CH:8]=[C:9]([NH:13][C:14]2[C:15]3[N:31]=[CH:30][S:29][C:16]=3[N:17]=[C:18]([C:20]3[CH:28]=[CH:27][C:23]([C:24]([OH:26])=O)=[CH:22][CH:21]=3)[N:19]=2)[CH:10]=[CH:11][CH:12]=1.[CH3:32][N:33]([CH3:37])[CH2:34][CH2:35][NH2:36].CCN=C=NCCCN(C)C. (7) Given the product [CH2:1]([O:3][C:4]([C:6]1[CH:11]=[C:10]([O:12][CH2:13][C:14]2[CH:19]=[CH:18][CH:17]=[CH:16][CH:15]=2)[CH:9]=[C:8]([CH2:20][OH:21])[N:7]=1)=[O:5])[CH3:2], predict the reactants needed to synthesize it. The reactants are: [CH2:1]([O:3][C:4]([C:6]1[CH:11]=[C:10]([O:12][CH2:13][C:14]2[CH:19]=[CH:18][CH:17]=[CH:16][CH:15]=2)[CH:9]=[C:8]([C:20](OCC)=[O:21])[N:7]=1)=[O:5])[CH3:2].[Cl-].[Ca+2].[Cl-].[BH4-].[Na+].Cl. (8) Given the product [CH3:1][O:2][C:3]1[CH:4]=[C:5]([CH:10]=[CH:11][C:12]=1[CH2:13][C:18]1[C:19]2[C:24](=[CH:23][CH:22]=[C:21]([N+:25]([O-:27])=[O:26])[CH:20]=2)[N:16]([CH3:15])[CH:17]=1)[C:6]([O:8][CH3:9])=[O:7], predict the reactants needed to synthesize it. The reactants are: [CH3:1][O:2][C:3]1[CH:4]=[C:5]([CH:10]=[CH:11][C:12]=1[CH2:13]Br)[C:6]([O:8][CH3:9])=[O:7].[CH3:15][N:16]1[C:24]2[C:19](=[CH:20][C:21]([N+:25]([O-:27])=[O:26])=[CH:22][CH:23]=2)[CH:18]=[CH:17]1. (9) Given the product [O:6]=[C:4]([CH2:19][CH2:18][C:12]1[CH:17]=[CH:16][CH:15]=[CH:14][CH:13]=1)[CH2:3][C:1]#[N:2], predict the reactants needed to synthesize it. The reactants are: [C:1]([CH2:3][C:4]([OH:6])=O)#[N:2].C([Li])CCC.[C:12]1([CH2:18][CH2:19]C(Cl)=O)[CH:17]=[CH:16][CH:15]=[CH:14][CH:13]=1.C1(CCC(O)=O)C=CC=CC=1. (10) Given the product [ClH:27].[CH3:3][CH:2]([C:4]1[CH:5]=[CH:6][C:7]2[NH:11][C:10](=[O:12])[N:9]([CH:13]3[CH2:14][CH2:15][NH:16][CH2:17][CH2:18]3)[C:8]=2[CH:26]=1)[CH3:1], predict the reactants needed to synthesize it. The reactants are: [CH3:1][CH:2]([C:4]1[CH:5]=[CH:6][C:7]2[NH:11][C:10](=[O:12])[N:9]([CH:13]3[CH2:18][CH2:17][N:16](C(OC(C)(C)C)=O)[CH2:15][CH2:14]3)[C:8]=2[CH:26]=1)[CH3:3].[ClH:27].